From a dataset of Catalyst prediction with 721,799 reactions and 888 catalyst types from USPTO. Predict which catalyst facilitates the given reaction. (1) Reactant: [N:1]1[CH:6]=[CH:5][N:4]=[CH:3][C:2]=1[NH:7][C:8]([N:10]1[CH2:15][CH2:14][N:13](C(OC(C)(C)C)=O)[CH2:12][CH2:11]1)=[O:9].CO.[ClH:25].O1CCOCC1. Product: [ClH:25].[ClH:25].[N:1]1[CH:6]=[CH:5][N:4]=[CH:3][C:2]=1[NH:7][C:8]([N:10]1[CH2:15][CH2:14][NH:13][CH2:12][CH2:11]1)=[O:9]. The catalyst class is: 225. (2) Reactant: [CH3:1][N:2]([CH2:4][C:5]1[CH:10]=[CH:9][C:8]([C:11]2[N:19]3[C:14]([CH:15]=[CH:16][CH:17]=[CH:18]3)=[CH:13][C:12]=2[CH:20]([N:22]2[C:26]3=[N:27][CH:28]=[N:29][C:30]([NH2:31])=[C:25]3[C:24](I)=[N:23]2)[CH3:21])=[CH:7][CH:6]=1)[CH3:3].[F:33][C:34]1[CH:35]=[C:36](B(O)O)[CH:37]=[C:38]([OH:40])[CH:39]=1.CCO.C([O-])([O-])=O.[Na+].[Na+]. Product: [NH2:31][C:30]1[N:29]=[CH:28][N:27]=[C:26]2[N:22]([CH:20]([C:12]3[CH:13]=[C:14]4[N:19]([C:11]=3[C:8]3[CH:9]=[CH:10][C:5]([CH2:4][N:2]([CH3:3])[CH3:1])=[CH:6][CH:7]=3)[CH:18]=[CH:17][CH:16]=[CH:15]4)[CH3:21])[N:23]=[C:24]([C:36]3[CH:37]=[C:38]([OH:40])[CH:39]=[C:34]([F:33])[CH:35]=3)[C:25]=12. The catalyst class is: 104.